This data is from Reaction yield outcomes from USPTO patents with 853,638 reactions. The task is: Predict the reaction yield, written as a fraction of the theoretical maximum amount of product (1.0 means a 100% yield; for example, 0.34 means a 34% yield). (1) The reactants are [N:1]1([C:7]([C:9]2[S:10][CH:11]=[CH:12][CH:13]=2)=[O:8])[CH2:6][CH2:5][NH:4][CH2:3][CH2:2]1.Cl[C:15]1[C:24]2[C:19](=[CH:20][CH:21]=[CH:22][CH:23]=2)[N:18]([CH3:25])[C:17](=[O:26])[C:16]=1[C:27]#[N:28]. The catalyst is C1(C)C=CC=CC=1. The product is [CH3:25][N:18]1[C:19]2[C:24](=[CH:23][CH:22]=[CH:21][CH:20]=2)[C:15]([N:4]2[CH2:5][CH2:6][N:1]([C:7]([C:9]3[S:10][CH:11]=[CH:12][CH:13]=3)=[O:8])[CH2:2][CH2:3]2)=[C:16]([C:27]#[N:28])[C:17]1=[O:26]. The yield is 0.980. (2) The reactants are [CH3:1][NH:2][C:3]1[CH2:7][O:6][C:5](=[O:8])[CH:4]=1.[OH-].[Na+].S(OC)(O[CH3:15])(=O)=O. The catalyst is COCCOC. The product is [CH3:1][N:2]([CH3:15])[C:3]1[CH2:7][O:6][C:5](=[O:8])[CH:4]=1. The yield is 0.510. (3) The reactants are [F:1][CH:2]([F:33])[C:3]1[N:7]([C:8]2[N:13]=[C:12]([N:14]3[CH2:19][CH2:18][O:17][CH2:16][CH2:15]3)[N:11]=[C:10]([N:20]3[CH2:25][CH2:24][CH:23]([NH2:26])[CH2:22][CH2:21]3)[N:9]=2)[C:6]2[CH:27]=[CH:28][CH:29]=[C:30]([O:31][CH3:32])[C:5]=2[N:4]=1.[Cl:34][CH2:35][S:36](Cl)(=[O:38])=[O:37].C([O-])([O-])=O.[K+].[K+]. The catalyst is C(Cl)Cl. The product is [Cl:34][CH2:35][S:36]([NH:26][CH:23]1[CH2:24][CH2:25][N:20]([C:10]2[N:9]=[C:8]([N:7]3[C:6]4[CH:27]=[CH:28][CH:29]=[C:30]([O:31][CH3:32])[C:5]=4[N:4]=[C:3]3[CH:2]([F:1])[F:33])[N:13]=[C:12]([N:14]3[CH2:19][CH2:18][O:17][CH2:16][CH2:15]3)[N:11]=2)[CH2:21][CH2:22]1)(=[O:38])=[O:37]. The yield is 0.560. (4) The reactants are [NH2:1][C:2]1[C:10]([CH3:11])=[CH:9][C:8]([CH:12]=O)=[CH:7][C:3]=1[C:4]([OH:6])=[O:5].Cl.C[NH:16][OH:17].[C:18](O)(=O)C. The catalyst is C(O)C. The product is [NH2:1][C:2]1[C:10]([CH3:11])=[CH:9][C:8](/[CH:12]=[N:16]/[O:17][CH3:18])=[CH:7][C:3]=1[C:4]([OH:6])=[O:5]. The yield is 0.600. (5) The reactants are C1CO[C:8]2[CH:7]=[CH:6][C:5]([NH:11][C:12]3[C:17]([F:18])=[CH:16][N:15]=[C:14]([NH:19][C:20]4[CH:25]=[CH:24][CH:23]=[C:22](O)C=4)[N:13]=3)=[CH:4][C:3]=2[O:2]1.Cl[C:28]1N=C(NC2C=CC=C(O)C=2)C(F)=C[N:29]=1.N1C=CC=C(CN)C=1. No catalyst specified. The product is [F:18][C:17]1[C:12]([NH:11][C:5]2[CH:6]=[CH:7][CH:8]=[C:3]([OH:2])[CH:4]=2)=[N:13][C:14]([NH:19][CH2:20][C:25]2[CH:28]=[N:29][CH:22]=[CH:23][CH:24]=2)=[N:15][CH:16]=1. The yield is 0.620. (6) The reactants are [Br:1][C:2]1[CH:3]=[C:4]2[C:8](=[CH:9][CH:10]=1)[NH:7][C:6]([CH3:11])=[CH:5]2.[Cl:12][C:13]1[CH:18]=[CH:17][C:16]([CH2:19]Cl)=[CH:15][CH:14]=1.C(=O)([O-])[O-].[K+].[K+]. The catalyst is C(#N)C.O. The product is [Br:1][C:2]1[CH:3]=[C:4]2[C:8](=[CH:9][CH:10]=1)[N:7]([CH2:19][C:16]1[CH:17]=[CH:18][C:13]([Cl:12])=[CH:14][CH:15]=1)[C:6]([CH3:11])=[CH:5]2. The yield is 0.350. (7) The reactants are [OH:1][C@H:2]1[CH:6]=[CH:5][C@@H:4]([O:7][Si](C(C)(C)C)(C)C)[CH2:3]1.CC[O:17][C:18]([CH3:20])=[O:19].[CH3:21][CH2:22]CCCC. No catalyst specified. The product is [OH:1][C@@H:2]1[CH:6]=[CH:5][C@H:4]([O:7][CH:20]([CH2:21][CH3:22])[C:18]([OH:17])=[O:19])[CH2:3]1. The yield is 0.770.